From a dataset of Full USPTO retrosynthesis dataset with 1.9M reactions from patents (1976-2016). Predict the reactants needed to synthesize the given product. Given the product [CH3:1][C:2]1[CH:7]=[CH:6][N:5]2[C:8]([C:11]3[CH:12]=[C:13]([O:17][S:26]([C:25]([F:38])([F:37])[F:24])(=[O:28])=[O:27])[CH:14]=[CH:15][CH:16]=3)=[CH:9][N:10]=[C:4]2[N:3]=1, predict the reactants needed to synthesize it. The reactants are: [CH3:1][C:2]1[CH:7]=[CH:6][N:5]2[C:8]([C:11]3[CH:12]=[C:13]([OH:17])[CH:14]=[CH:15][CH:16]=3)=[CH:9][N:10]=[C:4]2[N:3]=1.N1C=CC=CC=1.[F:24][C:25]([F:38])([F:37])[S:26](O[S:26]([C:25]([F:38])([F:37])[F:24])(=[O:28])=[O:27])(=[O:28])=[O:27].